This data is from Forward reaction prediction with 1.9M reactions from USPTO patents (1976-2016). The task is: Predict the product of the given reaction. (1) Given the reactants [C:1]([N:5]1[CH:9]=[C:8]([N+:10]([O-])=O)[CH:7]=[N:6]1)([CH3:4])([CH3:3])[CH3:2].[H][H], predict the reaction product. The product is: [C:1]([N:5]1[CH:9]=[C:8]([NH2:10])[CH:7]=[N:6]1)([CH3:4])([CH3:3])[CH3:2]. (2) Given the reactants I[C:2]1[C:10]2[C:5](=[N:6][CH:7]=[N:8][C:9]=2[NH2:11])[N:4]([C@H:12]2[CH2:17][CH2:16][C@@H:15]([N:18]3[CH2:23][CH2:22][N:21]([CH3:24])[CH2:20][CH2:19]3)[CH2:14][CH2:13]2)[N:3]=1.CC1(C)C(C)(C)OB([C:33]2[CH:38]=[CH:37][C:36]([NH:39][C:40]3[N:44]([CH3:45])[C:43]4[CH:46]=[CH:47][CH:48]=[CH:49][C:42]=4[N:41]=3)=[CH:35][CH:34]=2)O1.C(=O)([O-])[O-].[Na+].[Na+], predict the reaction product. The product is: [CH3:45][N:44]1[C:43]2[CH:46]=[CH:47][CH:48]=[CH:49][C:42]=2[N:41]=[C:40]1[NH:39][C:36]1[CH:37]=[CH:38][C:33]([C:2]2[C:10]3[C:5](=[N:6][CH:7]=[N:8][C:9]=3[NH2:11])[N:4]([C@H:12]3[CH2:17][CH2:16][C@@H:15]([N:18]4[CH2:23][CH2:22][N:21]([CH3:24])[CH2:20][CH2:19]4)[CH2:14][CH2:13]3)[N:3]=2)=[CH:34][CH:35]=1. (3) Given the reactants [CH2:1]([O:3][C:4]1[CH:5]=[C:6]([C:14]2[CH:19]=[C:18]([C:20]([F:23])([F:22])[F:21])[N:17]3[N:24]=[CH:25][C:26]([C:27](O)=[O:28])=[C:16]3[N:15]=2)[CH:7]=[CH:8][C:9]=1[C:10]([F:13])([F:12])[F:11])[CH3:2].[NH2:30][C:31]1[CH:40]=[CH:39][C:34]([C:35]([NH:37]O)=[NH:36])=[CH:33][N:32]=1, predict the reaction product. The product is: [CH2:1]([O:3][C:4]1[CH:5]=[C:6]([C:14]2[CH:19]=[C:18]([C:20]([F:21])([F:23])[F:22])[N:17]3[N:24]=[CH:25][C:26]([C:27]4[O:28][N:37]=[C:35]([C:34]5[CH:39]=[CH:40][C:31]([NH2:30])=[N:32][CH:33]=5)[N:36]=4)=[C:16]3[N:15]=2)[CH:7]=[CH:8][C:9]=1[C:10]([F:13])([F:11])[F:12])[CH3:2]. (4) The product is: [CH2:8]([N:1]([CH2:12][CH:19]=[CH2:18])[C:2]1[CH:7]=[CH:6][CH:5]=[CH:4][CH:3]=1)[CH:9]=[CH2:10]. Given the reactants [NH2:1][C:2]1[CH:7]=[CH:6][CH:5]=[CH:4][CH:3]=1.[CH2:8](Br)[CH:9]=[CH2:10].[C:12]([O-])([O-])=O.[Na+].[Na+].[CH3:18][CH2:19]O, predict the reaction product. (5) Given the reactants [C:1]([O:5][C:6]([N:8]1[C:16]2[CH:15]=[CH:14][N:13]=[CH:12][C:11]=2[CH:10]=[C:9]1[CH2:17][N:18]1[CH2:23][CH2:22][N:21](C(OCC2C=CC=CC=2)=O)[CH2:20][C:19]1=[O:34])=[O:7])([CH3:4])([CH3:3])[CH3:2], predict the reaction product. The product is: [C:1]([O:5][C:6]([N:8]1[C:16]2[CH:15]=[CH:14][N:13]=[CH:12][C:11]=2[CH:10]=[C:9]1[CH2:17][N:18]1[CH2:23][CH2:22][NH:21][CH2:20][C:19]1=[O:34])=[O:7])([CH3:4])([CH3:2])[CH3:3]. (6) Given the reactants [NH2:1][C:2]1[CH:23]=[CH:22][C:5]([O:6][C:7]2[C:16]3[C:11](=[CH:12][C:13]([O:19][CH3:20])=[C:14]([O:17][CH3:18])[CH:15]=3)[N:10]=[C:9]([NH2:21])[CH:8]=2)=[C:4]([F:24])[CH:3]=1.COC1C=C2C(=CC=1OC)N=C(SC)C=C2OC1C=CC([N:48]([C:57]2[CH:62]=[CH:61][C:60]([F:63])=[CH:59][CH:58]=2)[C:49]([C:51]2([C:54](N)=[O:55])[CH2:53][CH2:52]2)=[O:50])=CC=1F, predict the reaction product. The product is: [NH2:21][C:9]1[CH:8]=[C:7]([O:6][C:5]2[CH:22]=[CH:23][C:2]([NH:1][C:54]([C:51]3([C:49]([NH:48][C:57]4[CH:62]=[CH:61][C:60]([F:63])=[CH:59][CH:58]=4)=[O:50])[CH2:53][CH2:52]3)=[O:55])=[CH:3][C:4]=2[F:24])[C:16]2[C:11](=[CH:12][C:13]([O:19][CH3:20])=[C:14]([O:17][CH3:18])[CH:15]=2)[N:10]=1. (7) Given the reactants FC(F)(F)S(O[C:7]1[CH2:8][CH2:9][CH2:10][O:11][CH:12]=1)(=O)=O.[B:15]1([B:15]2[O:19][C:18]([CH3:21])([CH3:20])[C:17]([CH3:23])([CH3:22])[O:16]2)[O:19][C:18]([CH3:21])([CH3:20])[C:17]([CH3:23])([CH3:22])[O:16]1.C([O-])(=O)C.[K+], predict the reaction product. The product is: [CH3:22][C:17]1([CH3:23])[C:18]([CH3:21])([CH3:20])[O:19][B:15]([C:7]2[CH2:8][CH2:9][CH2:10][O:11][CH:12]=2)[O:16]1.